From a dataset of Forward reaction prediction with 1.9M reactions from USPTO patents (1976-2016). Predict the product of the given reaction. (1) The product is: [C:5]([CH:10]1[CH2:15][CH2:14][CH:13]([C:10]2[CH:15]=[CH:14][CH:13]=[CH:12][CH:11]=2)[CH2:12][CH2:11]1)(=[O:8])[CH2:6][CH3:7]. Given the reactants [Al+3].[Cl-].[Cl-].[Cl-].[C:5](Cl)(=[O:8])[CH2:6][CH3:7].[CH:10]1[CH2:15][CH2:14][CH2:13][CH2:12][CH:11]=1, predict the reaction product. (2) Given the reactants [NH2:1][C:2]1[N:6]([C:7]2[C:12]([Cl:13])=[CH:11][C:10]([C:14]([F:17])([F:16])[F:15])=[CH:9][C:8]=2[Cl:18])[N:5]=[C:4]([C:19]#[N:20])[C:3]=1[CH:21]=O.BrN1C(=O)CCC1=O.[CH2:31]([SH:34])[CH2:32][SH:33].[OH-].[Na+], predict the reaction product. The product is: [NH2:1][C:2]1[N:6]([C:7]2[C:12]([Cl:13])=[CH:11][C:10]([C:14]([F:17])([F:16])[F:15])=[CH:9][C:8]=2[Cl:18])[N:5]=[C:4]([C:19]#[N:20])[C:3]=1[CH:21]1[S:34][CH2:31][CH2:32][S:33]1. (3) Given the reactants [C:1]([OH:9])(=[O:8])[CH:2]([CH2:4][C:5]([OH:7])=[O:6])[OH:3].O1CCOC1.CO[C:17](OC)([CH3:19])[CH3:18], predict the reaction product. The product is: [CH3:18][C:17]1([CH3:19])[O:3][CH:2]([CH2:4][C:5]([OH:7])=[O:6])[C:1](=[O:9])[O:8]1. (4) Given the reactants [CH3:1][O:2][C:3](=[O:19])[CH2:4][C:5]1[C:6](=[O:18])[N:7]([CH2:16][CH3:17])[C:8]2[C:13]([CH:14]=1)=[CH:12][CH:11]=[C:10]([OH:15])[CH:9]=2.COC(=O)C.[C:25]([O:29][C:30](=[O:36])[NH:31][CH2:32][CH2:33][CH2:34]Br)([CH3:28])([CH3:27])[CH3:26], predict the reaction product. The product is: [CH3:1][O:2][C:3](=[O:19])[CH2:4][C:5]1[C:6](=[O:18])[N:7]([CH2:16][CH3:17])[C:8]2[C:13]([CH:14]=1)=[CH:12][CH:11]=[C:10]([O:15][CH2:34][CH2:33][CH2:32][NH:31][C:30]([O:29][C:25]([CH3:26])([CH3:28])[CH3:27])=[O:36])[CH:9]=2. (5) Given the reactants [C:1]([O:6][CH2:7][CH3:8])(=[O:5])[CH2:2][CH2:3][CH3:4].C([N-]C(C)C)(C)C.[Li+].[CH:17](OCC)=[O:18], predict the reaction product. The product is: [CH:17]([CH:2]([CH2:3][CH3:4])[C:1]([O:6][CH2:7][CH3:8])=[O:5])=[O:18]. (6) Given the reactants [NH2:1][C:2](=[N:20][OH:21])[C:3]1[CH:4]=[C:5]([CH:17]=[CH:18][CH:19]=1)[CH2:6][N:7]([CH2:9][C:10]([O:12][C:13]([CH3:16])([CH3:15])[CH3:14])=[O:11])[CH3:8].[CH3:22][CH:23]1[CH2:28][CH2:27][CH2:26][CH2:25][N:24]1[C:29]1[CH:37]=[CH:36][C:32]([C:33](O)=O)=[CH:31][C:30]=1[NH:38][S:39]([CH3:42])(=[O:41])=[O:40], predict the reaction product. The product is: [CH3:8][N:7]([CH2:6][C:5]1[CH:17]=[CH:18][CH:19]=[C:3]([C:2]2[N:1]=[C:33]([C:32]3[CH:36]=[CH:37][C:29]([N:24]4[CH2:25][CH2:26][CH2:27][CH2:28][CH:23]4[CH3:22])=[C:30]([NH:38][S:39]([CH3:42])(=[O:41])=[O:40])[CH:31]=3)[O:21][N:20]=2)[CH:4]=1)[CH2:9][C:10]([O:12][C:13]([CH3:15])([CH3:16])[CH3:14])=[O:11]. (7) Given the reactants [Br:1][C:2]1[CH:7]=[CH:6][CH:5]=[CH:4][C:3]=1[C:8]1[O:9][C:10]([C:16]([F:19])([F:18])[F:17])=[C:11]([C:13]([OH:15])=O)[N:12]=1.[CH:20]1([CH2:23][O:24][CH2:25][CH2:26][N:27]([CH3:35])[C:28]2[CH:33]=[CH:32][C:31]([NH2:34])=[CH:30][N:29]=2)[CH2:22][CH2:21]1, predict the reaction product. The product is: [CH:20]1([CH2:23][O:24][CH2:25][CH2:26][N:27]([CH3:35])[C:28]2[N:29]=[CH:30][C:31]([NH:34][C:13]([C:11]3[N:12]=[C:8]([C:3]4[CH:4]=[CH:5][CH:6]=[CH:7][C:2]=4[Br:1])[O:9][C:10]=3[C:16]([F:19])([F:18])[F:17])=[O:15])=[CH:32][CH:33]=2)[CH2:22][CH2:21]1.